From a dataset of Reaction yield outcomes from USPTO patents with 853,638 reactions. Predict the reaction yield, written as a fraction of the theoretical maximum amount of product (1.0 means a 100% yield; for example, 0.34 means a 34% yield). (1) The reactants are Cl[C:2]1[CH:7]=[C:6]([C:8]#[N:9])[CH:5]=[CH:4][N:3]=1.O.[NH2:11][NH2:12].C1COCC1. The catalyst is C(O)CCC. The product is [NH:11]([C:2]1[CH:7]=[C:6]([C:8]#[N:9])[CH:5]=[CH:4][N:3]=1)[NH2:12]. The yield is 0.180. (2) The reactants are [C:1]([O:5][C:6]([NH:8][CH2:9][C:10]1[C:11]([C:28]2[CH:33]=[CH:32][C:31]([CH3:34])=[CH:30][CH:29]=2)=[C:12](/[CH:21]=[CH:22]/[C:23]([O:25][CH2:26][CH3:27])=[O:24])[C:13]([CH3:20])=[N:14][C:15]=1[CH2:16][CH:17]([CH3:19])[CH3:18])=[O:7])([CH3:4])([CH3:3])[CH3:2]. The catalyst is [C].[Pd].C(O)C. The product is [C:1]([O:5][C:6]([NH:8][CH2:9][C:10]1[C:11]([C:28]2[CH:29]=[CH:30][C:31]([CH3:34])=[CH:32][CH:33]=2)=[C:12]([CH2:21][CH2:22][C:23]([O:25][CH2:26][CH3:27])=[O:24])[C:13]([CH3:20])=[N:14][C:15]=1[CH2:16][CH:17]([CH3:18])[CH3:19])=[O:7])([CH3:3])([CH3:4])[CH3:2]. The yield is 0.680. (3) The reactants are [C:1]([Si:5]([CH3:51])([CH3:50])[O:6][CH:7]([C:44]1[CH:49]=[CH:48][CH:47]=[CH:46][CH:45]=1)[CH2:8][CH2:9][CH:10]([CH:25]([C:36]1[CH:41]=[CH:40][C:39](OC)=[CH:38][CH:37]=1)[NH:26][C:27]1[CH:32]=[CH:31][C:30]([N+:33]([O-:35])=[O:34])=[CH:29][CH:28]=1)[C:11](N1C(C2C=CC=CC=2)COC1=O)=[O:12])([CH3:4])([CH3:3])[CH3:2].C[Si](C([Si](C)(C)C)[C:57](N)=[O:58])(C)C.[F-].C([N+](CCCC)(CCCC)CCCC)CCC.C(OC)(C)(C)C. The catalyst is C(O)(=O)C. The product is [C:1]([Si:5]([CH3:51])([CH3:50])[O:6][CH:7]([C:44]1[CH:45]=[CH:46][CH:47]=[CH:48][CH:49]=1)[CH2:8][CH2:9][CH:10]1[CH:25]([C:36]2[CH:37]=[CH:38][CH:39]=[C:40]([O:58][CH3:57])[CH:41]=2)[N:26]([C:27]2[CH:32]=[CH:31][C:30]([N+:33]([O-:35])=[O:34])=[CH:29][CH:28]=2)[C:11]1=[O:12])([CH3:2])([CH3:3])[CH3:4]. The yield is 0.700.